This data is from Forward reaction prediction with 1.9M reactions from USPTO patents (1976-2016). The task is: Predict the product of the given reaction. (1) The product is: [Cl:1][C:2]1[CH:3]=[C:4]2[C:10]([C:31]3[N:36]=[C:35]([NH:37][C@H:38]4[CH2:43][CH2:42][CH2:41][N:40]([C:44]([O:46][C:47]([CH3:49])([CH3:48])[CH3:50])=[O:45])[CH2:39]4)[C:34]([F:51])=[CH:33][N:32]=3)=[CH:9][N:8]([S:20]([C:23]3[CH:24]=[CH:25][C:26]([CH3:29])=[CH:27][CH:28]=3)(=[O:22])=[O:21])[C:5]2=[N:6][CH:7]=1. Given the reactants [Cl:1][C:2]1[CH:3]=[C:4]2[C:10](B3OC(C)(C)C(C)(C)O3)=[CH:9][N:8]([S:20]([C:23]3[CH:28]=[CH:27][C:26]([CH3:29])=[CH:25][CH:24]=3)(=[O:22])=[O:21])[C:5]2=[N:6][CH:7]=1.Cl[C:31]1[N:36]=[C:35]([NH:37][C@H:38]2[CH2:43][CH2:42][CH2:41][N:40]([C:44]([O:46][C:47]([CH3:50])([CH3:49])[CH3:48])=[O:45])[CH2:39]2)[C:34]([F:51])=[CH:33][N:32]=1.C([O-])([O-])=O.[K+].[K+], predict the reaction product. (2) Given the reactants [NH2:1][C:2]1[C:3]([CH:11]=O)=[CH:4][C:5]2[O:9][CH2:8][O:7][C:6]=2[CH:10]=1.[F:13][C:14]1[CH:19]=[CH:18][CH:17]=[C:16]([O:20][CH3:21])[C:15]=1[CH2:22][CH2:23][C:24]#[N:25], predict the reaction product. The product is: [F:13][C:14]1[CH:19]=[CH:18][CH:17]=[C:16]([O:20][CH3:21])[C:15]=1[CH2:22][C:23]1[C:24]([NH2:25])=[N:1][C:2]2[CH:10]=[C:6]3[O:7][CH2:8][O:9][C:5]3=[CH:4][C:3]=2[CH:11]=1. (3) Given the reactants [CH2:1]([O:3][C:4]([C:6]1[N:11]=[C:10]2[N:12]([CH3:15])[N:13]=[CH:14][C:9]2=[C:8](Cl)[N:7]=1)=[O:5])[CH3:2].[NH2:17][C:18]1[CH:19]=[C:20]([CH:34]=[CH:35][C:36]=1[CH3:37])[C:21]([NH:23][C:24]1[CH:29]=[CH:28][CH:27]=[C:26]([C:30]([F:33])([F:32])[F:31])[CH:25]=1)=[O:22], predict the reaction product. The product is: [CH2:1]([O:3][C:4]([C:6]1[N:11]=[C:10]2[N:12]([CH3:15])[N:13]=[CH:14][C:9]2=[C:8]([NH:17][C:18]2[CH:19]=[C:20]([C:21](=[O:22])[NH:23][C:24]3[CH:29]=[CH:28][CH:27]=[C:26]([C:30]([F:31])([F:32])[F:33])[CH:25]=3)[CH:34]=[CH:35][C:36]=2[CH3:37])[N:7]=1)=[O:5])[CH3:2]. (4) Given the reactants [Br:1][C:2]1[CH:3]=[C:4]([CH2:8][C:9]([NH:11]/[N:12]=[C:13]2\[NH:14][C:15](=[O:27])[C:16]3[NH:17][CH:18]=[N:19][C:20]=3[N:21]\2[CH2:22][CH2:23][CH2:24][CH2:25][CH3:26])=O)[CH:5]=[CH:6][CH:7]=1, predict the reaction product. The product is: [Br:1][C:2]1[CH:3]=[C:4]([CH:5]=[CH:6][CH:7]=1)[CH2:8][C:9]1[N:14]2[C:15](=[O:27])[C:16]3[NH:17][CH:18]=[N:19][C:20]=3[N:21]([CH2:22][CH2:23][CH2:24][CH2:25][CH3:26])[C:13]2=[N:12][N:11]=1. (5) Given the reactants C(OC([N:8]([CH:10]1[CH2:14][CH2:13][N:12]([S:15]([C:18]2[C:19]3[C:20]([F:29])=[CH:21][N:22]=[C:23]([Cl:28])[C:24]=3[CH:25]=[CH:26][CH:27]=2)(=[O:17])=[O:16])[CH2:11]1)[CH3:9])=O)(C)(C)C.ClC1C2C=CC=C(S(Cl)(=O)=[O:42])C=2C(F)=CN=1.C(OC(N(C1CCNC1)C)=O)(C)(C)C.ClC1C2C=CC=C(S(Cl)(=O)=O)C=2C(Br)=CN=1.C(OC(N([C@H]1CCNC1)C)=O)(C)(C)C, predict the reaction product. The product is: [OH:42][C:23]1[C:24]2[CH:25]=[CH:26][CH:27]=[C:18]([S:15]([N:12]3[CH2:13][CH2:14][CH:10]([NH:8][CH3:9])[CH2:11]3)(=[O:17])=[O:16])[C:19]=2[C:20]([F:29])=[CH:21][N:22]=1.[ClH:28]. (6) Given the reactants [O:1]([CH:8]1[CH2:12][CH2:11][O:10][C:9]1=[O:13])[C:2]1[CH:7]=[CH:6][CH:5]=[CH:4][CH:3]=1.[Li+].[OH-:15].Cl, predict the reaction product. The product is: [OH:10][CH2:11][CH2:12][CH:8]([O:1][C:2]1[CH:7]=[CH:6][CH:5]=[CH:4][CH:3]=1)[C:9]([OH:13])=[O:15]. (7) The product is: [Cl:18][C:15]1[CH:16]=[CH:17][C:12]([S:9]([N:8]([C:7]2[C:2]([CH:35]([C:34]3[C:37]([O:41][CH3:42])=[CH:38][CH:39]=[CH:40][C:33]=3[F:32])[OH:36])=[N:3][CH:4]=[C:5]([CH3:26])[CH:6]=2)[CH2:23][O:24][CH3:25])(=[O:11])=[O:10])=[CH:13][C:14]=1[C:19]([F:22])([F:21])[F:20]. Given the reactants Br[C:2]1[C:7]([N:8]([CH2:23][O:24][CH3:25])[S:9]([C:12]2[CH:17]=[CH:16][C:15]([Cl:18])=[C:14]([C:19]([F:22])([F:21])[F:20])[CH:13]=2)(=[O:11])=[O:10])=[CH:6][C:5]([CH3:26])=[CH:4][N:3]=1.C([Mg]Cl)(C)C.[F:32][C:33]1[CH:40]=[CH:39][CH:38]=[C:37]([O:41][CH3:42])[C:34]=1[CH:35]=[O:36], predict the reaction product. (8) Given the reactants [NH2:1][C:2]1[CH:7]=[N:6][CH:5]=[CH:4][N:3]=1.[F:8][C:9]1[CH:16]=[CH:15][C:12]([CH:13]=O)=[CH:11][CH:10]=1.[F:17][C:18]1[CH:23]=[CH:22][C:21]([N+:24]#[C-:25])=[CH:20][CH:19]=1, predict the reaction product. The product is: [F:17][C:18]1[CH:23]=[CH:22][C:21]([NH:24][C:25]2[N:3]3[CH:4]=[CH:5][N:6]=[CH:7][C:2]3=[N:1][C:13]=2[C:12]2[CH:15]=[CH:16][C:9]([F:8])=[CH:10][CH:11]=2)=[CH:20][CH:19]=1. (9) Given the reactants [CH3:1][C:2]1[O:3][C:4]([CH3:10])=[C:5]([C:7]([OH:9])=O)[N:6]=1.[NH2:11][C@@H:12]([CH3:28])[CH2:13][N:14]1[CH:18]=[CH:17][C:16]([C:19]2[CH:26]=[CH:25][C:22]([C:23]#[N:24])=[C:21]([Cl:27])[CH:20]=2)=[N:15]1, predict the reaction product. The product is: [Cl:27][C:21]1[CH:20]=[C:19]([C:16]2[CH:17]=[CH:18][N:14]([CH2:13][C@@H:12]([NH:11][C:7]([C:5]3[N:6]=[C:2]([CH3:1])[O:3][C:4]=3[CH3:10])=[O:9])[CH3:28])[N:15]=2)[CH:26]=[CH:25][C:22]=1[C:23]#[N:24]. (10) Given the reactants [NH:1]1[C:9]2[C:4](=[CH:5][CH:6]=[CH:7][CH:8]=2)[C:3]([CH2:10][C:11]([OH:13])=[O:12])=[CH:2]1.[CH3:14]O.Cl, predict the reaction product. The product is: [NH:1]1[C:9]2[C:4](=[CH:5][CH:6]=[CH:7][CH:8]=2)[C:3]([CH2:10][C:11]([O:13][CH3:14])=[O:12])=[CH:2]1.